Dataset: Retrosynthesis with 50K atom-mapped reactions and 10 reaction types from USPTO. Task: Predict the reactants needed to synthesize the given product. (1) Given the product CN(C(=O)c1ccc(N2CCOCC2)cc1)[C@@H]1CCN(C(=O)C2CCN(C(=O)OC(C)(C)C)CC2)C[C@H]1c1ccc(Cl)c(Cl)c1, predict the reactants needed to synthesize it. The reactants are: CC(C)(C)OC(=O)N1CCC(C(=O)O)CC1.CN(C(=O)c1ccc(N2CCOCC2)cc1)[C@@H]1CCNC[C@H]1c1ccc(Cl)c(Cl)c1. (2) Given the product CCOC(=O)C1=Cc2ccc(C(C)(C)CO)cc2OC1C(F)(F)F, predict the reactants needed to synthesize it. The reactants are: CCOC(=O)C1=Cc2ccc(C(C)(C)C=O)cc2OC1C(F)(F)F. (3) Given the product CC#CCOc1cc(C)c(CNC(=O)c2c(OC)cc(O)c3c2OC2=CC(O)=C(C(C)=O)C(=O)[C@]23C)c(C)c1C, predict the reactants needed to synthesize it. The reactants are: CC#CCOc1cc(C)c(C=O)c(C)c1C.COc1cc(O)c2c(c1C(N)=O)OC1=CC(O)=C(C(C)=O)C(=O)[C@]12C. (4) Given the product CC(C)(C)OC(=O)N1CCC(Nc2cc(C#N)ccc2O)CC1, predict the reactants needed to synthesize it. The reactants are: CC(C)(C)OC(=O)N1CCC(=O)CC1.N#Cc1ccc(O)c(N)c1.